From a dataset of Full USPTO retrosynthesis dataset with 1.9M reactions from patents (1976-2016). Predict the reactants needed to synthesize the given product. (1) Given the product [CH3:34][C:35]1[CH:40]=[CH:39][C:38]([S:41]([O:33][CH2:32][C:9]2([C:4]3[CH:5]=[CH:6][C:7]([Cl:8])=[C:2]([Cl:1])[CH:3]=3)[CH2:14][CH2:13][CH2:12][N:11]3[C:15]([C:18]4[CH:23]=[CH:22][C:21]([C:24]5[O:28][C:27]([CH3:29])=[N:26][CH:25]=5)=[C:20]([O:30][CH3:31])[CH:19]=4)=[N:16][N:17]=[C:10]23)(=[O:43])=[O:42])=[CH:37][CH:36]=1, predict the reactants needed to synthesize it. The reactants are: [Cl:1][C:2]1[CH:3]=[C:4]([C:9]2([CH2:32][OH:33])[CH2:14][CH2:13][CH2:12][N:11]3[C:15]([C:18]4[CH:23]=[CH:22][C:21]([C:24]5[O:28][C:27]([CH3:29])=[N:26][CH:25]=5)=[C:20]([O:30][CH3:31])[CH:19]=4)=[N:16][N:17]=[C:10]23)[CH:5]=[CH:6][C:7]=1[Cl:8].[CH3:34][C:35]1[CH:40]=[CH:39][C:38]([S:41](Cl)(=[O:43])=[O:42])=[CH:37][CH:36]=1.O. (2) Given the product [C@H:21]1([NH:20][C:19]([C@@H:7]2[CH2:6][C:5]3[C:10](=[CH:11][C:2]([O:1][S:46]([C:49]([F:52])([F:51])[F:50])(=[O:48])=[O:47])=[CH:3][CH:4]=3)[CH2:9][N:8]2[C:12]([O:14][C:15]([CH3:16])([CH3:17])[CH3:18])=[O:13])=[O:31])[C:30]2[C:25](=[CH:26][CH:27]=[CH:28][CH:29]=2)[CH2:24][CH2:23][CH2:22]1, predict the reactants needed to synthesize it. The reactants are: [OH:1][C:2]1[CH:11]=[C:10]2[C:5]([CH2:6][C@@H:7]([C:19](=[O:31])[NH:20][C@H:21]3[C:30]4[C:25](=[CH:26][CH:27]=[CH:28][CH:29]=4)[CH2:24][CH2:23][CH2:22]3)[N:8]([C:12]([O:14][C:15]([CH3:18])([CH3:17])[CH3:16])=[O:13])[CH2:9]2)=[CH:4][CH:3]=1.CCN(CC)CC.C1(N([S:46]([C:49]([F:52])([F:51])[F:50])(=[O:48])=[O:47])[S:46]([C:49]([F:52])([F:51])[F:50])(=[O:48])=[O:47])C=CC=CC=1. (3) Given the product [C:2]1([CH2:12][CH2:13][O:14][CH2:15][CH2:16][N:17]2[CH2:22][CH2:21][C:20]3([O:23][CH2:25]3)[CH2:19][CH2:18]2)[C:11]2[CH2:10][CH2:9][CH2:8][CH2:7][C:6]=2[CH:5]=[CH:4][CH:3]=1, predict the reactants needed to synthesize it. The reactants are: O.[C:2]1([CH2:12][CH2:13][O:14][CH2:15][CH2:16][N:17]2[CH2:22][CH2:21][C:20](=[O:23])[CH2:19][CH2:18]2)[C:11]2[CH2:10][CH2:9][CH2:8][CH2:7][C:6]=2[CH:5]=[CH:4][CH:3]=1.[I-].[CH3:25][S+](C)(C)=O.[H-].[Na+]. (4) Given the product [Br:1][C:2]1[C:3]2[C:31](=[O:41])[NH:26][CH:16]=[CH:15][C:4]=2[N:5]([CH2:7][O:8][CH2:9][CH2:10][Si:11]([CH3:12])([CH3:13])[CH3:14])[CH:6]=1, predict the reactants needed to synthesize it. The reactants are: [Br:1][C:2]1[CH:3]=[C:4](/[CH:15]=[CH:16]/C(N=[N+]=[N-])=O)[N:5]([CH2:7][O:8][CH2:9][CH2:10][Si:11]([CH3:14])([CH3:13])[CH3:12])[CH:6]=1.C([N:26]([CH2:31]CCC)CCCC)CCC.C1([O:41]C2C=CC=CC=2)C=CC=CC=1. (5) Given the product [NH:1]([C:13]([O:15][C:16]([CH3:19])([CH3:18])[CH3:17])=[O:14])[C@H:2]([C:10]([NH:46][CH2:45][C:44]([O:43][CH3:42])=[O:47])=[O:12])[CH2:3][S:4][S:5][C:6]([CH3:7])([CH3:8])[CH3:9], predict the reactants needed to synthesize it. The reactants are: [NH:1]([C:13]([O:15][C:16]([CH3:19])([CH3:18])[CH3:17])=[O:14])[C@H:2]([C:10]([OH:12])=O)[CH2:3][S:4][S:5][C:6]([CH3:9])([CH3:8])[CH3:7].C(Cl)CCl.C1C=CC2N(O)N=NC=2C=1.CN1CCOCC1.Cl.[CH3:42][O:43][C:44](=[O:47])[CH2:45][NH2:46]. (6) Given the product [C:20]1([CH2:19][C:18]([NH:17][CH:16]([C:15]([N:11]2[CH2:12][CH2:13][CH2:14][C@H:10]2[C:9]([OH:32])=[O:8])=[O:31])[CH2:27][CH:28]([CH3:30])[CH3:29])=[O:26])[CH:21]=[CH:22][CH:23]=[CH:24][CH:25]=1, predict the reactants needed to synthesize it. The reactants are: C([O:8][C:9](=[O:32])[C@@H:10]1[CH2:14][CH2:13][CH2:12][N:11]1[C:15](=[O:31])[CH:16]([CH2:27][CH:28]([CH3:30])[CH3:29])[NH:17][C:18](=[O:26])[CH2:19][C:20]1[CH:25]=[CH:24][CH:23]=[CH:22][CH:21]=1)C1C=CC=CC=1.[H][H]. (7) Given the product [F:13][C:14]1[C:15]([B:28]([OH:29])[OH:32])=[CH:16][C:17]([CH:20]([N:22]2[CH2:27][CH2:26][O:25][CH2:24][CH2:23]2)[CH3:21])=[CH:18][N:19]=1, predict the reactants needed to synthesize it. The reactants are: C(NC(C)C)(C)C.C([Li])CCC.[F:13][C:14]1[N:19]=[CH:18][C:17]([CH:20]([N:22]2[CH2:27][CH2:26][O:25][CH2:24][CH2:23]2)[CH3:21])=[CH:16][C:15]=1[B:28]1[O:32]C(C)(C)C(C)(C)[O:29]1.B(OC(C)C)(OC(C)C)OC(C)C.